From a dataset of Catalyst prediction with 721,799 reactions and 888 catalyst types from USPTO. Predict which catalyst facilitates the given reaction. Reactant: [NH2:1][C:2]1[CH:3]=[C:4]2[C:8](=[CH:9][CH:10]=1)[CH2:7][N:6]([C:11](=[O:30])[C@H:12]([NH:22]C(=O)OC(C)(C)C)[CH2:13][C:14]1[CH:19]=[CH:18][C:17]([Cl:20])=[CH:16][C:15]=1[Cl:21])[CH2:5]2.[CH3:31][N:32]([CH3:42])[C:33]1[CH:38]=[CH:37][C:36]([N:39]=[C:40]=[O:41])=[CH:35][CH:34]=1.CCN(CC)CC.C(O)(C(F)(F)F)=O. Product: [NH2:22][C@H:12]([CH2:13][C:14]1[CH:19]=[CH:18][C:17]([Cl:20])=[CH:16][C:15]=1[Cl:21])[C:11]([N:6]1[CH2:5][C:4]2[C:8](=[CH:9][CH:10]=[C:2]([NH:1][C:40]([NH:39][C:36]3[CH:37]=[CH:38][C:33]([N:32]([CH3:42])[CH3:31])=[CH:34][CH:35]=3)=[O:41])[CH:3]=2)[CH2:7]1)=[O:30]. The catalyst class is: 76.